Dataset: Forward reaction prediction with 1.9M reactions from USPTO patents (1976-2016). Task: Predict the product of the given reaction. (1) The product is: [CH2:7]([C:11]1[O:12][C:13]2[CH:22]=[CH:21][CH:20]=[CH:19][C:14]=2[C:1]=1[C:2]([Cl:4])=[O:3])[CH2:8][CH2:9][CH3:10]. Given the reactants [C:1](Cl)(=O)[C:2]([Cl:4])=[O:3].[CH2:7]([C:11]1[O:12][C:13]2[CH:22]=[CH:21][CH:20]=[CH:19][C:14]=2C=1C(O)=O)[CH2:8][CH2:9][CH3:10].CN(C=O)C, predict the reaction product. (2) Given the reactants [CH3:1][N:2]([CH3:17])[C:3]1[CH:4]=[C:5]([CH:9]=[C:10]([C:12]([O:14][CH2:15][CH3:16])=[O:13])[CH:11]=1)[C:6](O)=[O:7].B.C1COCC1, predict the reaction product. The product is: [CH3:17][N:2]([CH3:1])[C:3]1[CH:11]=[C:10]([CH:9]=[C:5]([CH2:6][OH:7])[CH:4]=1)[C:12]([O:14][CH2:15][CH3:16])=[O:13]. (3) Given the reactants C1COCC1.[C:6]1([C@H:16]([N:18]([CH2:26][CH:27]2[CH:31]([C:32]3[CH:37]=[CH:36][CH:35]=[CH:34][CH:33]=3)[CH2:30][NH:29][CH2:28]2)C(=O)OC(C)(C)C)[CH3:17])[C:15]2[C:10](=[CH:11][CH:12]=[CH:13][CH:14]=2)[CH:9]=[CH:8][CH:7]=1.Cl[C:39]([O:41][CH2:42][CH3:43])=[O:40].C(N(CC)CC)C, predict the reaction product. The product is: [C:6]1([C@H:16]([NH:18][CH2:26][CH:27]2[CH:31]([C:32]3[CH:33]=[CH:34][CH:35]=[CH:36][CH:37]=3)[CH2:30][N:29]([C:39]([O:41][CH2:42][CH3:43])=[O:40])[CH2:28]2)[CH3:17])[C:15]2[C:10](=[CH:11][CH:12]=[CH:13][CH:14]=2)[CH:9]=[CH:8][CH:7]=1. (4) Given the reactants C[Al](C)C.[NH:5]1[CH2:9][CH2:8][CH2:7][CH2:6]1.C([O:12][C:13](=O)[C:14]1[CH:19]=[CH:18][C:17]([C:20]2[CH:25]=[CH:24][C:23]([O:26][CH:27]3[CH2:30][N:29]([CH2:31][C:32]4[CH:37]=[CH:36][C:35]([C:38]([F:41])([F:40])[F:39])=[CH:34][CH:33]=4)[CH2:28]3)=[CH:22][N:21]=2)=[CH:16][C:15]=1[F:42])C, predict the reaction product. The product is: [F:42][C:15]1[CH:16]=[C:17]([C:20]2[CH:25]=[CH:24][C:23]([O:26][CH:27]3[CH2:30][N:29]([CH2:31][C:32]4[CH:37]=[CH:36][C:35]([C:38]([F:39])([F:40])[F:41])=[CH:34][CH:33]=4)[CH2:28]3)=[CH:22][N:21]=2)[CH:18]=[CH:19][C:14]=1[C:13]([N:5]1[CH2:9][CH2:8][CH2:7][CH2:6]1)=[O:12]. (5) Given the reactants [CH3:1][S:2]([C:5]1[CH:6]=[C:7]([C:11]2[S:15][C:14]([C:16]3[N:20]([C:21]4[C:22]([C:27]([F:30])([F:29])[F:28])=[N:23][CH:24]=[CH:25][CH:26]=4)[N:19]=[C:18]([C:31]([OH:34])([CH3:33])[CH3:32])[CH:17]=3)=[CH:13][CH:12]=2)[CH:8]=[CH:9][CH:10]=1)(=[O:4])=[O:3].[Cl:35]N1C(=O)CCC1=O.C1(=O)NC(=O)CC1, predict the reaction product. The product is: [Cl:35][C:17]1[C:18]([C:31]([OH:34])([CH3:32])[CH3:33])=[N:19][N:20]([C:21]2[C:22]([C:27]([F:30])([F:29])[F:28])=[N:23][CH:24]=[CH:25][CH:26]=2)[C:16]=1[C:14]1[S:15][C:11]([C:7]2[CH:8]=[CH:9][CH:10]=[C:5]([S:2]([CH3:1])(=[O:4])=[O:3])[CH:6]=2)=[CH:12][CH:13]=1. (6) Given the reactants [F:1][CH2:2][C@@H:3]([N:15]1[C:23](=[O:24])[C:22]2[C:17](=[CH:18][CH:19]=[CH:20][CH:21]=2)[C:16]1=[O:25])[CH2:4][C:5]([O:7]CC1C=CC=CC=1)=[O:6], predict the reaction product. The product is: [F:1][CH2:2][C@@H:3]([N:15]1[C:23](=[O:24])[C:22]2[C:17](=[CH:18][CH:19]=[CH:20][CH:21]=2)[C:16]1=[O:25])[CH2:4][C:5]([OH:7])=[O:6]. (7) Given the reactants [F:1][C:2]1[CH:7]=[CH:6][C:5]([N:8]2[C:12]3=[C:13]4[C:18](=[C:19]([C:21]5[CH:26]=[CH:25][C:24]([O:27]C6CCCCO6)=[CH:23][CH:22]=5)[CH:20]=[C:11]3[CH:10]=[N:9]2)[CH:17]=[N:16][CH:15]=[CH:14]4)=[CH:4][CH:3]=1.C1COCC1.O, predict the reaction product. The product is: [F:1][C:2]1[CH:3]=[CH:4][C:5]([N:8]2[C:12]3=[C:13]4[C:18](=[C:19]([C:21]5[CH:26]=[CH:25][C:24]([OH:27])=[CH:23][CH:22]=5)[CH:20]=[C:11]3[CH:10]=[N:9]2)[CH:17]=[N:16][CH:15]=[CH:14]4)=[CH:6][CH:7]=1.